From a dataset of Full USPTO retrosynthesis dataset with 1.9M reactions from patents (1976-2016). Predict the reactants needed to synthesize the given product. (1) Given the product [Cl:18][S:12]([C:7]1[CH2:8][O:9][CH2:10][CH2:11][C:6]=1[C:4]([O:3][CH2:1][CH3:2])=[O:5])(=[O:15])=[O:13], predict the reactants needed to synthesize it. The reactants are: [CH2:1]([O:3][C:4]([C:6]1[CH2:11][CH2:10][O:9][CH2:8][C:7]=1[S:12]([OH:15])(=O)=[O:13])=[O:5])[CH3:2].S(Cl)([Cl:18])=O. (2) Given the product [CH3:1][S:2]([O:5][C:6]1[CH:7]=[CH:8][C:9]([C:12]2([C:20]3[CH:25]=[C:24]([C:26]4[CH:31]=[CH:30][CH:29]=[C:28]([O:32][CH3:33])[CH:27]=4)[CH:23]=[CH:22][N:21]=3)[C:16](=[O:17])[N:15]([CH3:18])[C:14]([NH2:35])=[N:13]2)=[CH:10][CH:11]=1)(=[O:4])=[O:3], predict the reactants needed to synthesize it. The reactants are: [CH3:1][S:2]([O:5][C:6]1[CH:11]=[CH:10][C:9]([C:12]2([C:20]3[CH:25]=[C:24]([C:26]4[CH:31]=[CH:30][CH:29]=[C:28]([O:32][CH3:33])[CH:27]=4)[CH:23]=[CH:22][N:21]=3)[C:16](=[O:17])[N:15]([CH3:18])[C:14](=S)[NH:13]2)=[CH:8][CH:7]=1)(=[O:4])=[O:3].[OH-].[NH4+:35].C(OO)(C)(C)C. (3) Given the product [CH:1]1([O:6][C:7](=[O:43])[C@H:8]([CH:37]2[CH2:38][CH2:39][CH2:40][CH2:41][CH2:42]2)[NH:9][CH2:10][C:11]2[CH:16]=[CH:15][C:14]([NH:17][C:18](=[O:36])[CH2:19][CH2:20][CH2:21][CH2:22][CH2:23][CH2:24][C:25](=[O:35])[NH:26][OH:27])=[CH:13][CH:12]=2)[CH2:2][CH2:3][CH2:4][CH2:5]1, predict the reactants needed to synthesize it. The reactants are: [CH:1]1([O:6][C:7](=[O:43])[C@H:8]([CH:37]2[CH2:42][CH2:41][CH2:40][CH2:39][CH2:38]2)[NH:9][CH2:10][C:11]2[CH:16]=[CH:15][C:14]([NH:17][C:18](=[O:36])[CH2:19][CH2:20][CH2:21][CH2:22][CH2:23][CH2:24][C:25](=[O:35])[NH:26][O:27]C(OCC(C)C)C)=[CH:13][CH:12]=2)[CH2:5][CH2:4][CH2:3][CH2:2]1.C(O)(C(F)(F)F)=O. (4) Given the product [NH2:16][C:4](=[O:5])[C@H:2]([NH:1][C:8](=[O:9])[O:10][C:11]([CH3:14])([CH3:13])[CH3:12])[CH3:3], predict the reactants needed to synthesize it. The reactants are: [NH:1]([C:8]([O:10][C:11]([CH3:14])([CH3:13])[CH3:12])=[O:9])[C@@H:2]([C:4](OC)=[O:5])[CH3:3].[OH-].[NH4+:16].